Dataset: Catalyst prediction with 721,799 reactions and 888 catalyst types from USPTO. Task: Predict which catalyst facilitates the given reaction. (1) Reactant: [CH3:1][NH:2][C:3]([C:5]([NH:10]C(=O)OC(C)(C)C)([CH2:8][CH3:9])[CH2:6][CH3:7])=[O:4]. Product: [NH2:10][C:5]([CH2:8][CH3:9])([CH2:6][CH3:7])[C:3]([NH:2][CH3:1])=[O:4]. The catalyst class is: 601. (2) Reactant: C[O:2][C:3](=[O:24])[C@@H:4]([N:9]1[CH2:13][C:12]([O:14][C:15]2[CH:20]=[C:19]([CH3:21])[CH:18]=[CH:17][C:16]=2[F:22])=[CH:11][C:10]1=[O:23])[CH2:5][CH:6]([CH3:8])[CH3:7].O.[OH-].[Li+].Cl. Product: [F:22][C:16]1[CH:17]=[CH:18][C:19]([CH3:21])=[CH:20][C:15]=1[O:14][C:12]1[CH2:13][N:9]([C@@H:4]([CH2:5][CH:6]([CH3:8])[CH3:7])[C:3]([OH:24])=[O:2])[C:10](=[O:23])[CH:11]=1. The catalyst class is: 30. (3) Reactant: [CH:1]([N:14]1[CH2:17][CH:16]([OH:18])[CH2:15]1)([C:8]1[CH:13]=[CH:12][CH:11]=[CH:10][CH:9]=1)[C:2]1[CH:7]=[CH:6][CH:5]=[CH:4][CH:3]=1.C(N(CC)CC)C.[CH3:26][S:27](Cl)(=[O:29])=[O:28]. Product: [CH:1]([N:14]1[CH2:17][CH:16]([O:18][S:27]([CH3:26])(=[O:29])=[O:28])[CH2:15]1)([C:8]1[CH:13]=[CH:12][CH:11]=[CH:10][CH:9]=1)[C:2]1[CH:3]=[CH:4][CH:5]=[CH:6][CH:7]=1. The catalyst class is: 4. (4) Reactant: [NH:1](C(OCC1C=CC=CC=1)=O)[C@H:2]([C:6]([N:8]1[CH2:29][CH2:28][CH2:27][C@H:9]1[C:10]([NH:12][C@H:13]([C:17]([N:19]1[CH2:26][CH2:25][CH2:24][C@H:20]1[C:21]([OH:23])=[O:22])=[O:18])[CH:14]([CH3:16])[CH3:15])=[O:11])=[O:7])[CH:3]([CH3:5])[CH3:4].[CH:40]1[C:46]([NH2:47])=[N:45][C:43](=[O:44])[N:42]([C@@H:48]2[O:52][C@H:51]([CH2:53][OH:54])[C@@H:50]([OH:55])[C@@H:49]2[OH:56])[CH:41]=1. Product: [NH2:1][C@H:2]([C:6]([N:8]1[CH2:29][CH2:28][CH2:27][C@H:9]1[C:10]([NH:12][C@H:13]([C:17]([N:19]1[CH2:26][CH2:25][CH2:24][C@H:20]1[C:21]([OH:23])=[O:22])=[O:18])[CH:14]([CH3:16])[CH3:15])=[O:11])=[O:7])[CH:3]([CH3:5])[CH3:4].[CH:40]1[C:46]([NH2:47])=[N:45][C:43](=[O:44])[N:42]([C@@H:48]2[O:52][C@H:51]([CH2:53][OH:54])[C@@H:50]([OH:55])[C@@H:49]2[OH:56])[CH:41]=1. The catalyst class is: 19. (5) Reactant: Cl[C:2]([O:4][CH3:5])=[O:3].[C:6]([SiH2:10][O:11][C:12]([CH3:23])([CH3:22])[C:13]1[CH:14]=[C:15]([CH:18]=[CH:19][C:20]=1[Cl:21])[CH2:16][NH2:17])([CH3:9])([CH3:8])[CH3:7].CCN(C(C)C)C(C)C. Product: [CH3:5][O:4][C:2](=[O:3])[NH:17][CH2:16][C:15]1[CH:18]=[CH:19][C:20]([Cl:21])=[C:13]([C:12]([CH3:23])([CH3:22])[O:11][SiH2:10][C:6]([CH3:9])([CH3:8])[CH3:7])[CH:14]=1. The catalyst class is: 2. (6) Reactant: [CH3:1][C:2]1[NH:3][CH:4]=[C:5]([CH:7]=O)[N:6]=1.[NH2:9][CH2:10][C:11]1[CH:38]=[CH:37][C:14]([CH2:15][N:16]([CH2:27][C:28]2[NH:32][C:31]3[CH:33]=[CH:34][CH:35]=[CH:36][C:30]=3[N:29]=2)[CH:17]2[C:26]3[N:25]=[CH:24][CH:23]=[CH:22][C:21]=3[CH2:20][CH2:19][CH2:18]2)=[CH:13][CH:12]=1.[BH4-].[Na+]. Product: [NH:32]1[C:31]2[CH:33]=[CH:34][CH:35]=[CH:36][C:30]=2[N:29]=[C:28]1[CH2:27][N:16]([CH2:15][C:14]1[CH:13]=[CH:12][C:11]([CH2:10][NH:9][CH2:7][C:5]2[N:6]=[C:2]([CH3:1])[NH:3][CH:4]=2)=[CH:38][CH:37]=1)[CH:17]1[C:26]2[N:25]=[CH:24][CH:23]=[CH:22][C:21]=2[CH2:20][CH2:19][CH2:18]1. The catalyst class is: 5.